Predict the reactants needed to synthesize the given product. From a dataset of Full USPTO retrosynthesis dataset with 1.9M reactions from patents (1976-2016). (1) Given the product [Br:1][C:2]1[CH:3]=[CH:4][C:5]2[C:11]3[S:12][C:13]([C:15]([N:17]([C:19]4[CH:20]=[C:21]([CH:26]=[CH:27][C:28]=4[Cl:29])[C:22]([OH:24])=[O:23])[CH3:18])=[O:16])=[CH:14][C:10]=3[CH2:9][CH2:8][O:7][C:6]=2[CH:30]=1, predict the reactants needed to synthesize it. The reactants are: [Br:1][C:2]1[CH:3]=[CH:4][C:5]2[C:11]3[S:12][C:13]([C:15]([N:17]([C:19]4[CH:20]=[C:21]([CH:26]=[CH:27][C:28]=4[Cl:29])[C:22]([O:24]C)=[O:23])[CH3:18])=[O:16])=[CH:14][C:10]=3[CH2:9][CH2:8][O:7][C:6]=2[CH:30]=1.O[Li].O.Cl. (2) Given the product [Cl:42][C:40]1[C:34]([CH3:33])=[C:29]([N:21]2[C:3](=[O:4])[C@:5]3([CH3:18])[C@H:9]([OH:10])[CH2:8][CH2:7][N:6]3[C:11]2=[O:13])[CH:30]=[CH:31][C:35]=1[C:36]#[N:38], predict the reactants needed to synthesize it. The reactants are: CO[C:3]([C@:5]1([CH3:18])[C@H:9]([OH:10])[CH2:8][CH2:7][N:6]1[C:11]([O:13]C(C)(C)C)=O)=[O:4].CC[N:21](C(C)C)C(C)C.Cl[C:29]1[C:30](C)=[C:31]([CH2:35][C:36]([NH2:38])=O)C=[CH:33][CH:34]=1.[CH2:40]([Cl:42])Cl. (3) Given the product [Cl:1][C:2]1[N:3]=[C:4]([CH2:12][OH:13])[C:5]2[C:10]([CH:11]=1)=[CH:9][CH:8]=[CH:7][CH:6]=2, predict the reactants needed to synthesize it. The reactants are: [Cl:1][C:2]1[N:3]=[C:4]([C:12](OC)=[O:13])[C:5]2[C:10]([CH:11]=1)=[CH:9][CH:8]=[CH:7][CH:6]=2.[BH4-].[Na+]. (4) Given the product [Br:1][C:2]1[CH:7]=[CH:6][C:5]([C:8]([CH:10]2[CH2:14][CH2:13][O:12][CH2:11]2)=[N:17][NH:16][C:18]([O:20][C:21]([CH3:24])([CH3:23])[CH3:22])=[O:19])=[C:4]([F:15])[CH:3]=1, predict the reactants needed to synthesize it. The reactants are: [Br:1][C:2]1[CH:7]=[CH:6][C:5]([C:8]([CH:10]2[CH2:14][CH2:13][O:12][CH2:11]2)=O)=[C:4]([F:15])[CH:3]=1.[NH:16]([C:18]([O:20][C:21]([CH3:24])([CH3:23])[CH3:22])=[O:19])[NH2:17].C(O)(=O)C. (5) Given the product [Cl:16][C:17]1[N:18]=[C:19]([NH:1][C@H:2]2[CH2:7][CH2:6][CH2:5][C@@H:4]([NH:8][C:9](=[O:15])[O:10][C:11]([CH3:12])([CH3:14])[CH3:13])[CH2:3]2)[C:20]([F:25])=[CH:21][C:22]=1[C:23]#[N:24], predict the reactants needed to synthesize it. The reactants are: [NH2:1][C@H:2]1[CH2:7][CH2:6][CH2:5][C@@H:4]([NH:8][C:9](=[O:15])[O:10][C:11]([CH3:14])([CH3:13])[CH3:12])[CH2:3]1.[Cl:16][C:17]1[C:22]([C:23]#[N:24])=[CH:21][C:20]([F:25])=[C:19](Cl)[N:18]=1.C(N(CC)C(C)C)(C)C.